Dataset: Full USPTO retrosynthesis dataset with 1.9M reactions from patents (1976-2016). Task: Predict the reactants needed to synthesize the given product. (1) Given the product [CH3:1][NH:2][C:3](=[O:25])[C:4]1[CH:9]=[C:8]([O:10][C:11]2[CH:12]=[C:13]3[C:18](=[CH:19][CH:20]=2)[N:17]=[C:16]([NH:37][C:34]2[CH:29]=[C:30]([CH3:35])[CH:31]=[CH:32][CH:33]=2)[N:15]=[CH:14]3)[CH:7]=[CH:6][N:5]=1, predict the reactants needed to synthesize it. The reactants are: [CH3:1][NH:2][C:3](=[O:25])[C:4]1[CH:9]=[C:8]([O:10][C:11]2[CH:12]=[C:13]3[C:18](=[CH:19][CH:20]=2)[N:17]=[C:16](S(C)(=O)=O)[N:15]=[CH:14]3)[CH:7]=[CH:6][N:5]=1.[H-].[Na+].N[C:29]1[C:30]([CH3:35])=[CH:31][CH:32]=[CH:33][CH:34]=1.C[N:37](C=O)C. (2) Given the product [O:1]1[CH:28]=[N:27][C:3]([C:4]2[CH:5]=[C:6]([N:10]3[CH2:19][C@H:18]4[N:14]([CH2:15][CH2:16][CH2:17]4)[C:13]4[N:20]=[C:21]([S:24][CH3:25])[N:22]=[CH:23][C:12]=4[C:11]3=[O:26])[CH:7]=[CH:8][CH:9]=2)=[N:2]1, predict the reactants needed to synthesize it. The reactants are: [OH:1][N:2]=[C:3]([NH2:27])[C:4]1[CH:9]=[CH:8][CH:7]=[C:6]([N:10]2[CH2:19][C@H:18]3[N:14]([CH2:15][CH2:16][CH2:17]3)[C:13]3[N:20]=[C:21]([S:24][CH3:25])[N:22]=[CH:23][C:12]=3[C:11]2=[O:26])[CH:5]=1.[CH:28](OCC)(OCC)OCC. (3) Given the product [C:1]1([S:11]([NH:14][C:22](=[O:23])[O:24][CH2:25][CH3:26])(=[O:12])=[O:13])[C:10]2[C:5](=[CH:6][CH:7]=[CH:8][CH:9]=2)[CH:4]=[CH:3][CH:2]=1, predict the reactants needed to synthesize it. The reactants are: [C:1]1([S:11]([NH2:14])(=[O:13])=[O:12])[C:10]2[C:5](=[CH:6][CH:7]=[CH:8][CH:9]=2)[CH:4]=[CH:3][CH:2]=1.C(=O)([O-])[O-].[K+].[K+].Cl[C:22]([O:24][CH2:25][CH3:26])=[O:23]. (4) Given the product [CH2:10]([O:12][C:13]([C:14]1[NH:15][C:4]2[C:3]([CH3:9])=[C:2]([Cl:1])[S:6][C:5]=2[CH:7]=1)=[O:18])[CH3:11], predict the reactants needed to synthesize it. The reactants are: [Cl:1][C:2]1[S:6][C:5]([CH:7]=O)=[CH:4][C:3]=1[CH3:9].[CH2:10]([O:12][C:13](=[O:18])[CH2:14][N:15]=[N+]=[N-])[CH3:11].[O-]CC.[NH4+].[Cl-].